Dataset: Reaction yield outcomes from USPTO patents with 853,638 reactions. Task: Predict the reaction yield, written as a fraction of the theoretical maximum amount of product (1.0 means a 100% yield; for example, 0.34 means a 34% yield). (1) The reactants are [CH:1]1([N:6]2[C:15]3[N:14]=[C:13]([C:16]4[CH:21]=[CH:20][N:19]=[C:18]([OH:22])[CH:17]=4)[N:12]=[CH:11][C:10]=3[N:9]([CH3:23])[C:8](=[O:24])[C@H:7]2[CH2:25][CH3:26])[CH2:5][CH2:4][CH2:3][CH2:2]1.[CH2:27]1CCN2C(=NCCC2)CC1.P(OC)(OC)(OC)=O. The catalyst is O1CCOCC1. The product is [CH:1]1([N:6]2[C:15]3[N:14]=[C:13]([C:16]4[CH:21]=[CH:20][N:19]([CH3:27])[C:18](=[O:22])[CH:17]=4)[N:12]=[CH:11][C:10]=3[N:9]([CH3:23])[C:8](=[O:24])[C@H:7]2[CH2:25][CH3:26])[CH2:2][CH2:3][CH2:4][CH2:5]1. The yield is 0.500. (2) The reactants are [CH2:1]([N:3]([CH2:19][CH3:20])[CH2:4][CH2:5][N:6]1[CH2:11][CH2:10][C:9]2[NH:12][C:13]([CH:16]=O)=[C:14]([CH3:15])[C:8]=2[C:7]1=[O:18])[CH3:2].[NH:21]([C:25]1[CH:26]=[C:27]2[C:31](=[CH:32][CH:33]=1)[NH:30][C:29](=[O:34])[CH2:28]2)[C:22]([CH3:24])=[O:23]. No catalyst specified. The product is [CH2:1]([N:3]([CH2:19][CH3:20])[CH2:4][CH2:5][N:6]1[CH2:11][CH2:10][C:9]2[NH:12][C:13]([CH:16]=[C:28]3[C:27]4[C:31](=[CH:32][CH:33]=[C:25]([NH:21][C:22](=[O:23])[CH3:24])[CH:26]=4)[NH:30][C:29]3=[O:34])=[C:14]([CH3:15])[C:8]=2[C:7]1=[O:18])[CH3:2]. The yield is 0.579. (3) The reactants are C(OC([N:8]([C:13]1[CH:51]=[CH:50][C:16]([C:17]([O:19][CH2:20][C:21]([O:23][C@H:24]([C:35]2[CH:40]=[CH:39][C:38]([O:41][CH:42]([F:44])[F:43])=[C:37]([O:45][CH2:46][CH:47]3[CH2:49][CH2:48]3)[CH:36]=2)[CH2:25][C:26]2[C:31]([Cl:32])=[CH:30][N+:29]([O-:33])=[CH:28][C:27]=2[Cl:34])=[O:22])=[O:18])=[CH:15][C:14]=1[O:52][CH2:53][CH:54]1[CH2:56][CH2:55]1)[S:9]([CH3:12])(=[O:11])=[O:10])=O)(C)(C)C.O1CCOCC1. The catalyst is C(Cl)Cl.Cl. The product is [Cl:34][C:27]1[CH:28]=[N+:29]([O-:33])[CH:30]=[C:31]([Cl:32])[C:26]=1[CH2:25][C@@H:24]([C:35]1[CH:40]=[CH:39][C:38]([O:41][CH:42]([F:43])[F:44])=[C:37]([O:45][CH2:46][CH:47]2[CH2:49][CH2:48]2)[CH:36]=1)[O:23][C:21](=[O:22])[CH2:20][O:19][C:17](=[O:18])[C:16]1[CH:50]=[CH:51][C:13]([NH:8][S:9]([CH3:12])(=[O:11])=[O:10])=[C:14]([O:52][CH2:53][CH:54]2[CH2:55][CH2:56]2)[CH:15]=1. The yield is 0.810.